This data is from Peptide-MHC class I binding affinity with 185,985 pairs from IEDB/IMGT. The task is: Regression. Given a peptide amino acid sequence and an MHC pseudo amino acid sequence, predict their binding affinity value. This is MHC class I binding data. The peptide sequence is FDEISMATNY. The MHC is HLA-A23:01 with pseudo-sequence HLA-A23:01. The binding affinity (normalized) is 0.